Dataset: Forward reaction prediction with 1.9M reactions from USPTO patents (1976-2016). Task: Predict the product of the given reaction. (1) Given the reactants [CH2:1]([O:10][C:11]1[CH:12]=[C:13]([CH:18]=[C:19]([O:21][CH2:22][CH2:23][CH2:24][CH2:25][CH2:26][CH2:27][CH2:28][CH2:29][CH3:30])[CH:20]=1)[CH2:14][N:15]=[N+]=[N-])[CH2:2][CH2:3][CH2:4][CH2:5][CH2:6][CH2:7][CH2:8][CH3:9].[H][H], predict the reaction product. The product is: [CH2:22]([O:21][C:19]1[CH:18]=[C:13]([CH:12]=[C:11]([O:10][CH2:1][CH2:2][CH2:3][CH2:4][CH2:5][CH2:6][CH2:7][CH2:8][CH3:9])[CH:20]=1)[CH2:14][NH2:15])[CH2:23][CH2:24][CH2:25][CH2:26][CH2:27][CH2:28][CH2:29][CH3:30]. (2) Given the reactants [Cl:1][C:2]1[CH:7]=[C:6]([C:8]#[C:9][Si](C)(C)C)[CH:5]=[CH:4][N:3]=1.CCCC[N+](CCCC)(CCCC)CCCC.[F-].[NH4+].[Cl-], predict the reaction product. The product is: [Cl:1][C:2]1[CH:7]=[C:6]([C:8]#[CH:9])[CH:5]=[CH:4][N:3]=1. (3) Given the reactants [Cl:1][C:2]1[CH:3]=[C:4]([N:9]2[C:13](=[O:14])[C@@:12]([CH3:27])([CH2:15][C:16]3[CH:21]=[CH:20][C:19]([O:22][C:23]([F:26])([F:25])[F:24])=[CH:18][CH:17]=3)[NH:11][C:10]2=S)[CH:5]=[C:6]([Cl:8])[CH:7]=1.[CH3:29][O:30][CH:31]([O:34][CH3:35])[CH2:32][NH2:33].C(OO)(C)(C)C.OS([O-])=O.[Na+], predict the reaction product. The product is: [Cl:1][C:2]1[CH:3]=[C:4]([N:9]2[C:13](=[O:14])[C@@:12]([CH3:27])([CH2:15][C:16]3[CH:21]=[CH:20][C:19]([O:22][C:23]([F:26])([F:25])[F:24])=[CH:18][CH:17]=3)[NH:11]/[C:10]/2=[N:33]\[CH2:32][CH:31]([O:34][CH3:35])[O:30][CH3:29])[CH:5]=[C:6]([Cl:8])[CH:7]=1. (4) Given the reactants [C:1]([N:8]1[CH2:11][C:10](=O)[CH2:9]1)([O:3][C:4]([CH3:7])(C)C)=[O:2].[CH3:13][NH:14][CH2:15][C:16]1[CH:21]=[CH:20][CH:19]=[CH:18][CH:17]=1.[BH-](OC(C)=O)(OC(C)=O)O[C:24]([CH3:26])=O.[Na+], predict the reaction product. The product is: [CH2:15]([N:14]([CH3:13])[CH:10]1[CH2:9][N:8]([C:1]([O:3][CH2:4][CH2:7][CH2:24][CH3:26])=[O:2])[CH2:11]1)[C:16]1[CH:21]=[CH:20][CH:19]=[CH:18][CH:17]=1.